From a dataset of Forward reaction prediction with 1.9M reactions from USPTO patents (1976-2016). Predict the product of the given reaction. Given the reactants [CH3:1][NH:2][C@@H:3]1[C:8]2[CH:9]=[CH:10][CH:11]=[CH:12][C:7]=2[C@H:6]([C:13]2[CH:14]=[CH:15][C:16]([Cl:20])=[C:17]([Cl:19])[CH:18]=2)[CH2:5][CH2:4]1.CO.C(O)C.[ClH:26], predict the reaction product. The product is: [CH3:1][NH:2][C@@H:3]1[C:8]2[CH:9]=[CH:10][CH:11]=[CH:12][C:7]=2[C@H:6]([C:13]2[CH:14]=[CH:15][C:16]([Cl:20])=[C:17]([Cl:19])[CH:18]=2)[CH2:5][CH2:4]1.[ClH:26].